This data is from Full USPTO retrosynthesis dataset with 1.9M reactions from patents (1976-2016). The task is: Predict the reactants needed to synthesize the given product. (1) Given the product [Cl:1][C:2]1[CH:7]=[CH:6][C:5]([C:8](=[O:18])[NH:9][CH2:10][C:11]2[CH:16]=[CH:15][CH:14]=[C:13]([Cl:17])[CH:12]=2)=[CH:4][C:3]=1[NH:19][C:20]([C:22]1[C:35](=[O:36])[NH:34][C:25]2[N:26]=[C:27]([N:37]3[CH2:42][CH2:41][CH:40]([OH:43])[CH2:39][CH2:38]3)[N:28]=[CH:29][C:24]=2[CH:23]=1)=[O:21], predict the reactants needed to synthesize it. The reactants are: [Cl:1][C:2]1[CH:7]=[CH:6][C:5]([C:8](=[O:18])[NH:9][CH2:10][C:11]2[CH:16]=[CH:15][CH:14]=[C:13]([Cl:17])[CH:12]=2)=[CH:4][C:3]=1[NH:19][C:20]([C:22]1[C:35](=[O:36])[NH:34][C:25]2[N:26]=[C:27](S(C)(=O)=O)[N:28]=[CH:29][C:24]=2[CH:23]=1)=[O:21].[NH:37]1[CH2:42][CH2:41][CH:40]([OH:43])[CH2:39][CH2:38]1.CN(C=O)C. (2) Given the product [CH3:13][O:14][C:15]1[CH:16]=[C:17]([CH:19]=[CH:20][CH:21]=1)[N:18]=[CH:11][C:7]1[CH:6]=[C:5]2[C:10](=[CH:9][CH:8]=1)[N:1]=[CH:2][CH:3]=[N:4]2, predict the reactants needed to synthesize it. The reactants are: [N:1]1[C:10]2[C:5](=[CH:6][C:7]([CH:11]=O)=[CH:8][CH:9]=2)[N:4]=[CH:3][CH:2]=1.[CH3:13][O:14][C:15]1[CH:16]=[C:17]([CH:19]=[CH:20][CH:21]=1)[NH2:18]. (3) Given the product [CH2:13]([O:15][C:16](=[O:21])[C:17]([N+:18]([O-:20])=[O:19])=[CH:11][C:1]1[C:10]2[C:5](=[CH:6][CH:7]=[CH:8][CH:9]=2)[CH:4]=[CH:3][CH:2]=1)[CH3:14], predict the reactants needed to synthesize it. The reactants are: [C:1]1([CH:11]=O)[C:10]2[C:5](=[CH:6][CH:7]=[CH:8][CH:9]=2)[CH:4]=[CH:3][CH:2]=1.[CH2:13]([O:15][C:16](=[O:21])[CH2:17][N+:18]([O-:20])=[O:19])[CH3:14].CN1CCOCC1. (4) Given the product [NH:1]1[C:5]2[CH:6]=[CH:7][CH:8]=[CH:9][C:4]=2[N:3]=[C:2]1[C:10]([O:12][CH2:17][CH3:18])=[O:11], predict the reactants needed to synthesize it. The reactants are: [NH:1]1[C:5]2[CH:6]=[CH:7][CH:8]=[CH:9][C:4]=2[N:3]=[C:2]1[C:10]([OH:12])=[O:11].S(Cl)(Cl)=O.[CH3:17][CH2:18]O. (5) Given the product [C:24]1([C:8]2[CH:7]=[CH:6][CH:5]=[C:4]3[C:9]=2[C:10]([NH:12][CH2:13][C:14]2[CH:23]=[CH:22][C:17]([C:18]([O:20][CH3:21])=[O:19])=[CH:16][CH:15]=2)=[N:11][C:2]([C:34]2[CH:35]=[N:30][CH:31]=[N:32][CH:33]=2)=[N:3]3)[CH:29]=[CH:28][CH:27]=[CH:26][CH:25]=1, predict the reactants needed to synthesize it. The reactants are: Cl[C:2]1[N:11]=[C:10]([NH:12][CH2:13][C:14]2[CH:23]=[CH:22][C:17]([C:18]([O:20][CH3:21])=[O:19])=[CH:16][CH:15]=2)[C:9]2[C:4](=[CH:5][CH:6]=[CH:7][C:8]=2[C:24]2[CH:29]=[CH:28][CH:27]=[CH:26][CH:25]=2)[N:3]=1.[N:30]1[CH:35]=[C:34](B2OC(C)(C)C(C)(C)O2)[CH:33]=[N:32][CH:31]=1.C(=O)([O-])[O-].[K+].[K+]. (6) The reactants are: [CH3:1][N:2]1[CH2:7][CH2:6][N:5]([C:8]([C:10]2[NH:14][C:13]3[CH:15]=[CH:16][CH:17]=[C:18]([N+:19]([O-])=O)[C:12]=3[N:11]=2)=[O:9])[CH2:4][CH2:3]1.[H][H]. Given the product [NH2:19][C:18]1[C:12]2[N:11]=[C:10]([C:8]([N:5]3[CH2:4][CH2:3][N:2]([CH3:1])[CH2:7][CH2:6]3)=[O:9])[NH:14][C:13]=2[CH:15]=[CH:16][CH:17]=1, predict the reactants needed to synthesize it. (7) Given the product [CH3:1][N:2]([C:4]([NH:6][C:7]([NH2:9])=[NH:8])=[NH:5])[CH3:3].[C:15]([O-:24])(=[O:23])[CH2:16][CH2:17][CH2:18][CH2:19][C:20]([O-:22])=[O:21], predict the reactants needed to synthesize it. The reactants are: [CH3:1][N:2]([C:4]([NH:6][C:7]([NH2:9])=[NH:8])=[NH:5])[CH3:3].CC(C)=O.O.[C:15]([OH:24])(=[O:23])[CH2:16][CH2:17][CH2:18][CH2:19][C:20]([OH:22])=[O:21]. (8) Given the product [CH3:7][C:4]1[N:3]([C:8]2[C:9]([C:19]([O:21][CH3:22])=[O:20])=[N:10][C:11]([O:18][CH2:23][CH3:24])=[C:12]([C:14]([F:15])([F:16])[F:17])[CH:13]=2)[C:2]([CH3:1])=[CH:6][CH:5]=1, predict the reactants needed to synthesize it. The reactants are: [CH3:1][C:2]1[N:3]([C:8]2[C:9]([C:19]([O:21][CH3:22])=[O:20])=[N:10][C:11]([OH:18])=[C:12]([C:14]([F:17])([F:16])[F:15])[CH:13]=2)[C:4]([CH3:7])=[CH:5][CH:6]=1.[CH3:23][CH2:24]O.C1(P(C2C=CC=CC=2)C2C=CC=CC=2)C=CC=CC=1.CCOC(/N=N/C(OCC)=O)=O.